Dataset: Full USPTO retrosynthesis dataset with 1.9M reactions from patents (1976-2016). Task: Predict the reactants needed to synthesize the given product. (1) Given the product [Cl:36][C:33]1[S:32][C:31]([C:5]2[N:6]=[C:7]([CH3:25])[C:8]3[CH:13]=[CH:12][N:11]([C:14]4[CH:15]=[CH:16][C:17]([C:18]([O:20][CH3:21])=[O:19])=[CH:23][CH:24]=4)[C:9]=3[N:10]=2)=[CH:35][CH:34]=1, predict the reactants needed to synthesize it. The reactants are: ClCCl.Cl[C:5]1[N:6]=[C:7]([CH3:25])[C:8]2[CH:13]=[CH:12][N:11]([C:14]3[CH:24]=[CH:23][C:17]([C:18]([O:20][CH2:21]C)=[O:19])=[CH:16][CH:15]=3)[C:9]=2[N:10]=1.C([Sn](CCCC)(CCCC)[C:31]1[S:32][C:33]([Cl:36])=[CH:34][CH:35]=1)CCC. (2) Given the product [NH2:2][CH2:1][CH2:3][CH:4]1[C:8]2[C:9]3[N:10]([N:13]=[C:14]([CH3:21])[C:15]=3[C:16]([O:18][CH2:19][CH3:20])=[O:17])[CH:11]=[CH:12][C:7]=2[CH2:6][CH2:5]1, predict the reactants needed to synthesize it. The reactants are: [C:1]([CH2:3][CH:4]1[C:8]2[C:9]3[N:10]([N:13]=[C:14]([CH3:21])[C:15]=3[C:16]([O:18][CH2:19][CH3:20])=[O:17])[CH:11]=[CH:12][C:7]=2[CH2:6][CH2:5]1)#[N:2]. (3) Given the product [Br:1][C:2]1[CH:3]=[CH:4][C:5]([NH:8][C:9](=[O:22])[CH2:10][O:11][C:12]2[CH:21]=[CH:20][CH:19]=[CH:18][C:13]=2[C:14]([OH:16])=[O:15])=[CH:6][CH:7]=1, predict the reactants needed to synthesize it. The reactants are: [Br:1][C:2]1[CH:7]=[CH:6][C:5]([NH:8][C:9](=[O:22])[CH2:10][O:11][C:12]2[CH:21]=[CH:20][CH:19]=[CH:18][C:13]=2[C:14]([O:16]C)=[O:15])=[CH:4][CH:3]=1.[OH-].[K+]. (4) Given the product [Cl:1][C:2]1[CH:27]=[CH:26][C:5]([O:6][C:7](=[O:8])[N:9]([C@H:10]2[CH2:15][CH2:14][C@H:13]([C:16]#[C:17][CH2:18][CH2:19][N:29]([CH3:30])[CH3:28])[CH2:12][CH2:11]2)[CH3:25])=[CH:4][CH:3]=1, predict the reactants needed to synthesize it. The reactants are: [Cl:1][C:2]1[CH:27]=[CH:26][C:5]([O:6][C:7]([N:9]([CH3:25])[C@H:10]2[CH2:15][CH2:14][C@H:13]([C:16]#[C:17][CH2:18][CH2:19]OS(C)(=O)=O)[CH2:12][CH2:11]2)=[O:8])=[CH:4][CH:3]=1.[CH3:28][NH:29][CH3:30]. (5) Given the product [CH3:15][O:16][C:17]([C:19]1[CH:24]=[CH:23][C:22]([CH:1]2[CH2:3][CH2:2]2)=[C:21]([Cl:26])[N:20]=1)=[O:18], predict the reactants needed to synthesize it. The reactants are: [CH:1]1([B-](F)(F)F)[CH2:3][CH2:2]1.[K+].C(=O)([O-])[O-].[Cs+].[Cs+].[CH3:15][O:16][C:17]([C:19]1[CH:24]=[CH:23][C:22](Br)=[C:21]([Cl:26])[N:20]=1)=[O:18]. (6) Given the product [CH3:15][O:14][CH2:13][CH2:12][N:8]1[C:9]2[C:4](=[CH:3][C:2]([B:22]3[O:26][C:25]([CH3:28])([CH3:27])[C:24]([CH3:30])([CH3:29])[O:23]3)=[CH:11][CH:10]=2)[C:5](=[O:21])[C:6]([C:16]([O:18][CH2:19][CH3:20])=[O:17])=[CH:7]1, predict the reactants needed to synthesize it. The reactants are: I[C:2]1[CH:3]=[C:4]2[C:9](=[CH:10][CH:11]=1)[N:8]([CH2:12][CH2:13][O:14][CH3:15])[CH:7]=[C:6]([C:16]([O:18][CH2:19][CH3:20])=[O:17])[C:5]2=[O:21].[B:22]1([B:22]2[O:26][C:25]([CH3:28])([CH3:27])[C:24]([CH3:30])([CH3:29])[O:23]2)[O:26][C:25]([CH3:28])([CH3:27])[C:24]([CH3:30])([CH3:29])[O:23]1.C([O-])(=O)C.[K+].